From a dataset of Full USPTO retrosynthesis dataset with 1.9M reactions from patents (1976-2016). Predict the reactants needed to synthesize the given product. Given the product [CH3:1][O:2][C:3]([C@H:5]1[CH2:10][C@H:9]([NH:11][C:12](=[O:18])[CH2:13][CH2:14][CH:15]([CH3:16])[CH3:17])[CH2:8][CH2:7][N:6]1[S:31]([C:27]1[S:26][CH:30]=[CH:29][CH:28]=1)(=[O:33])=[O:32])=[O:4], predict the reactants needed to synthesize it. The reactants are: [CH3:1][O:2][C:3]([C@H:5]1[CH2:10][C@H:9]([NH:11][C:12](=[O:18])[CH2:13][CH2:14][CH:15]([CH3:17])[CH3:16])[CH2:8][CH2:7][NH:6]1)=[O:4].CCN(CC)CC.[S:26]1[CH:30]=[CH:29][CH:28]=[C:27]1[S:31](Cl)(=[O:33])=[O:32].